This data is from Forward reaction prediction with 1.9M reactions from USPTO patents (1976-2016). The task is: Predict the product of the given reaction. (1) Given the reactants [NH2:1][C:2]1[CH:7]=[CH:6][CH:5]=[CH:4][C:3]=1[NH:8][C:9]([CH:11]1[CH2:14][CH:13]([O:15][CH2:16][C:17]2[CH:22]=[CH:21][CH:20]=[CH:19][CH:18]=2)[CH2:12]1)=O, predict the reaction product. The product is: [CH2:16]([O:15][CH:13]1[CH2:14][CH:11]([C:9]2[NH:8][C:3]3[CH:4]=[CH:5][CH:6]=[CH:7][C:2]=3[N:1]=2)[CH2:12]1)[C:17]1[CH:22]=[CH:21][CH:20]=[CH:19][CH:18]=1. (2) Given the reactants [CH3:1][Si:2]([CH3:52])([O:7][C@@H:8]1[C@H:12]([O:13][Si:14]([CH3:20])([CH3:19])[C:15]([CH3:18])([CH3:17])[CH3:16])[C@@H:11]([CH2:21][O:22][Si:23]([CH3:29])([CH3:28])[C:24]([CH3:27])([CH3:26])[CH3:25])[O:10][C@H:9]1[N:30]1[CH:38]=[N:37][C:36]2[C:31]1=[N:32][C:33]([C:40]1[CH:41]=[N:42][N:43]([CH2:45][C:46]3C=C[CH:49]=[CH:48][CH:47]=3)[CH:44]=1)=[N:34][C:35]=2[NH2:39])[C:3]([CH3:6])([CH3:5])[CH3:4].IC(C)CCCC1C=CNN=1.IC1C=CC(CC2C=CNN=2)=CC=1, predict the reaction product. The product is: [CH3:52][Si:2]([CH3:1])([O:7][C@@H:8]1[C@H:12]([O:13][Si:14]([CH3:20])([CH3:19])[C:15]([CH3:18])([CH3:16])[CH3:17])[C@@H:11]([CH2:21][O:22][Si:23]([CH3:28])([CH3:29])[C:24]([CH3:27])([CH3:26])[CH3:25])[O:10][C@H:9]1[N:30]1[CH:38]=[N:37][C:36]2[C:31]1=[N:32][C:33]([C:40]1[CH:41]=[N:42][N:43]([CH2:45][CH2:46][CH2:47][CH2:48][CH3:49])[CH:44]=1)=[N:34][C:35]=2[NH2:39])[C:3]([CH3:4])([CH3:5])[CH3:6]. (3) Given the reactants [CH:1](=[O:10])[CH:2]=[CH:3][C:4]1[CH:9]=[CH:8][CH:7]=[CH:6][CH:5]=1.C(O[CH2:15][CH:16]=[CH2:17])(=O)C.O.CCN(CC)CC.CC1C(C)=C(C)C(C)=C(C)C=1C, predict the reaction product. The product is: [C:4]1(/[CH:3]=[CH:2]/[CH:1]([OH:10])[CH2:17][CH:16]=[CH2:15])[CH:9]=[CH:8][CH:7]=[CH:6][CH:5]=1.